This data is from Reaction yield outcomes from USPTO patents with 853,638 reactions. The task is: Predict the reaction yield, written as a fraction of the theoretical maximum amount of product (1.0 means a 100% yield; for example, 0.34 means a 34% yield). (1) No catalyst specified. The reactants are [C:1]([C:5]1[CH:9]=[C:8]([NH2:10])[N:7]([C:11]2[CH:16]=[CH:15][N:14]=[CH:13][CH:12]=2)[N:6]=1)([CH3:4])([CH3:3])[CH3:2].Cl[C:18]([O:20][C:21]1[CH:26]=[CH:25][CH:24]=[CH:23][CH:22]=1)=[O:19]. The product is [C:1]([C:5]1[CH:9]=[C:8]([NH:10][C:18](=[O:19])[O:20][C:21]2[CH:26]=[CH:25][CH:24]=[CH:23][CH:22]=2)[N:7]([C:11]2[CH:12]=[CH:13][N:14]=[CH:15][CH:16]=2)[N:6]=1)([CH3:4])([CH3:2])[CH3:3]. The yield is 0.230. (2) The reactants are [N+:1]([C:4]1[CH:9]=[CH:8][C:7]([C:10]2[S:11][C:12]3[CH:18]=[C:17]([O:19]C)[CH:16]=[CH:15][C:13]=3[N:14]=2)=[CH:6][CH:5]=1)([O-:3])=[O:2].B(Br)(Br)Br. The catalyst is C(Cl)Cl. The product is [N+:1]([C:4]1[CH:5]=[CH:6][C:7]([C:10]2[S:11][C:12]3[CH:18]=[C:17]([OH:19])[CH:16]=[CH:15][C:13]=3[N:14]=2)=[CH:8][CH:9]=1)([O-:3])=[O:2]. The yield is 0.550. (3) The yield is 0.960. The reactants are [F:1][C:2]1[CH:22]=[CH:21][C:20]([F:23])=[CH:19][C:3]=1[CH2:4][CH:5]1[CH2:10][CH:9]([C:11]([O:13]C)=[O:12])[CH2:8][CH2:7][N:6]1[C:15]([O:17][CH3:18])=[O:16].[Br-].[Li+].C(N(CC)CC)C.CC(OC)(C)C. The catalyst is C(#N)C.O. The product is [F:1][C:2]1[CH:22]=[CH:21][C:20]([F:23])=[CH:19][C:3]=1[CH2:4][CH:5]1[CH2:10][CH:9]([C:11]([OH:13])=[O:12])[CH2:8][CH2:7][N:6]1[C:15]([O:17][CH3:18])=[O:16]. (4) The reactants are [CH3:1][O:2][C:3](=[O:30])[CH2:4][CH:5]([N:19]1[CH2:27][C:26]2[C:21](=[C:22]([NH2:28])[CH:23]=[CH:24][CH:25]=2)[C:20]1=[O:29])[C:6]1[CH:11]=[CH:10][C:9]([O:12][CH:13]([F:15])[F:14])=[C:8]([O:16][CH2:17][CH3:18])[CH:7]=1.[C:31](Cl)(=[O:33])[CH3:32]. The catalyst is C1COCC1. The product is [CH3:1][O:2][C:3](=[O:30])[CH2:4][CH:5]([N:19]1[CH2:27][C:26]2[C:21](=[C:22]([NH:28][C:31](=[O:33])[CH3:32])[CH:23]=[CH:24][CH:25]=2)[C:20]1=[O:29])[C:6]1[CH:11]=[CH:10][C:9]([O:12][CH:13]([F:15])[F:14])=[C:8]([O:16][CH2:17][CH3:18])[CH:7]=1. The yield is 0.810. (5) The reactants are [O:1]1[CH2:7][CH2:6][CH2:5][NH:4][CH2:3][CH:2]1[CH2:8][OH:9].C(N(CC)CC)C.[O:17](C(OC(C)(C)C)=O)[C:18]([O:20][C:21]([CH3:24])([CH3:23])[CH3:22])=O. The catalyst is C(Cl)Cl. The product is [C:21]([O:20][C:18]([N:4]1[CH2:5][CH2:6][CH2:7][O:1][CH:2]([CH2:8][OH:9])[CH2:3]1)=[O:17])([CH3:24])([CH3:23])[CH3:22]. The yield is 0.826. (6) The reactants are S(=O)(=O)(O)[OH:2].[NH2:6][C:7]1[S:11][N:10]=[C:9]([CH3:12])[C:8]=1[C:13]#[N:14].N. No catalyst specified. The product is [NH2:6][C:7]1[S:11][N:10]=[C:9]([CH3:12])[C:8]=1[C:13]([NH2:14])=[O:2]. The yield is 0.800. (7) The reactants are Br[C:2]1[CH:3]=[CH:4][C:5]2[O:9][C:8]([CH2:10][CH2:11][OH:12])=[CH:7][C:6]=2[CH:13]=1.[C:14]([C:16]1[CH:21]=[CH:20][C:19](B(O)O)=[CH:18][CH:17]=1)#[N:15].C1(P(C2CCCCC2)C2C=CC=CC=2C2C=CC=CC=2)CCCCC1.C(=O)([O-])[O-].[Na+].[Na+]. The catalyst is COCCOC.C(OCC)(=O)C.[Pd].C1(P(C2C=CC=CC=2)C2C=CC=CC=2)C=CC=CC=1.C1(P(C2C=CC=CC=2)C2C=CC=CC=2)C=CC=CC=1.C1(P(C2C=CC=CC=2)C2C=CC=CC=2)C=CC=CC=1.C1(P(C2C=CC=CC=2)C2C=CC=CC=2)C=CC=CC=1.O. The product is [OH:12][CH2:11][CH2:10][C:8]1[O:9][C:5]2[CH:4]=[CH:3][C:2]([C:19]3[CH:20]=[CH:21][C:16]([C:14]#[N:15])=[CH:17][CH:18]=3)=[CH:13][C:6]=2[CH:7]=1. The yield is 0.750. (8) The reactants are [Br:1][C:2]1[CH:15]=[C:14]2[C:5]([O:6][C:7]3[C:8]([F:35])=[CH:9][C:10]([O:33][CH3:34])=[CH:11][C:12]=3[C:13]32[CH2:20][CH2:19][O:18][C:17]([NH:21]C(=O)C2C=CC([N+]([O-])=O)=CC=2)=[N:16]3)=[CH:4][CH:3]=1.[OH-].[Na+]. The catalyst is CO. The product is [Br:1][C:2]1[CH:15]=[C:14]2[C:5]([O:6][C:7]3[C:8]([F:35])=[CH:9][C:10]([O:33][CH3:34])=[CH:11][C:12]=3[C:13]32[CH2:20][CH2:19][O:18][C:17]([NH2:21])=[N:16]3)=[CH:4][CH:3]=1. The yield is 0.509. (9) The reactants are [Cl:1][C:2]1[N:3]([S:16]([C:19]2[CH:24]=[CH:23][CH:22]=[CH:21][CH:20]=2)(=[O:18])=[O:17])[C:4]([C:10]2[CH:15]=[CH:14][CH:13]=[CH:12][CH:11]=2)=[C:5]([F:9])[C:6]=1[CH2:7][OH:8].C[N+]1([O-])CCOCC1. The catalyst is C(#N)C.C(OCC)(=O)C.[Ru]([O-])(=O)(=O)=O.C([N+](CCC)(CCC)CCC)CC. The product is [Cl:1][C:2]1[N:3]([S:16]([C:19]2[CH:24]=[CH:23][CH:22]=[CH:21][CH:20]=2)(=[O:18])=[O:17])[C:4]([C:10]2[CH:11]=[CH:12][CH:13]=[CH:14][CH:15]=2)=[C:5]([F:9])[C:6]=1[CH:7]=[O:8]. The yield is 0.670.